From a dataset of Full USPTO retrosynthesis dataset with 1.9M reactions from patents (1976-2016). Predict the reactants needed to synthesize the given product. (1) Given the product [NH2:2][C:1]1[C:3]2[CH:15]=[C:14]([C:16]([F:18])([F:17])[F:19])[CH:13]=[CH:12][C:4]=2[O:5][C:6]=1[C:7]([O:9][CH2:10][CH3:11])=[O:8], predict the reactants needed to synthesize it. The reactants are: [C:1]([C:3]1[CH:15]=[C:14]([C:16]([F:19])([F:18])[F:17])[CH:13]=[CH:12][C:4]=1[O:5][CH2:6][C:7]([O:9][CH2:10][CH3:11])=[O:8])#[N:2].NC1C2C=C(Cl)C=CC=2OC=1C(OCC)=O. (2) Given the product [C:23]([C:27]1[CH:50]=[CH:49][C:30]([C:31]([N:33]2[CH2:34][CH2:35][N:36]([C:39]3[CH:44]=[C:43]([F:45])[C:42]([OH:46])=[CH:41][C:40]=3[F:48])[CH2:37][CH2:38]2)=[O:32])=[CH:29][CH:28]=1)([CH3:26])([CH3:24])[CH3:25], predict the reactants needed to synthesize it. The reactants are: COC1C=CC(N2CCN(CCC3C=CC=CC=3)CC2)=CC=1.[C:23]([C:27]1[CH:50]=[CH:49][C:30]([C:31]([N:33]2[CH2:38][CH2:37][N:36]([C:39]3[CH:44]=[C:43]([F:45])[C:42]([O:46]C)=[CH:41][C:40]=3[F:48])[CH2:35][CH2:34]2)=[O:32])=[CH:29][CH:28]=1)([CH3:26])([CH3:25])[CH3:24]. (3) The reactants are: Cl[C:2]1[CH:7]=[C:6]([C:8]2[N:12]3[N:13]=[C:14]([NH:17][CH:18]4[CH2:23][CH2:22][CH:21]([OH:24])[CH2:20][CH2:19]4)[CH:15]=[CH:16][C:11]3=[N:10][CH:9]=2)[CH:5]=[CH:4][N:3]=1.C([O-])([O-])=O.[Na+].[Na+]. Given the product [N:3]1[CH:4]=[CH:5][C:6]([C:8]2[N:12]3[N:13]=[C:14]([NH:17][CH:18]4[CH2:23][CH2:22][CH:21]([OH:24])[CH2:20][CH2:19]4)[CH:15]=[CH:16][C:11]3=[N:10][CH:9]=2)=[CH:7][C:2]=1[C:6]1[CH:5]=[CH:4][N:3]=[CH:2][CH:7]=1, predict the reactants needed to synthesize it. (4) Given the product [Cl:1][C:2]1[CH:3]=[C:4]([CH:5]=[CH:6][C:7]=1[Cl:8])[CH2:9][CH2:10][NH:11][CH2:12][CH2:13][CH2:14][CH3:15], predict the reactants needed to synthesize it. The reactants are: [Cl:1][C:2]1[CH:3]=[C:4]([CH2:9][CH2:10][NH2:11])[CH:5]=[CH:6][C:7]=1[Cl:8].[CH:12](=O)[CH2:13][CH2:14][CH3:15]. (5) The reactants are: [NH:1]([CH2:5][CH2:6][OH:7])[CH2:2][CH2:3][OH:4].N1C=CC=CC=1.[CH3:14][O:15][C:16]1[CH:21]=[CH:20][C:19]([S:22](Cl)(=[O:24])=[O:23])=[CH:18][CH:17]=1.O. Given the product [OH:4][CH2:3][CH2:2][N:1]([CH2:5][CH2:6][OH:7])[S:22]([C:19]1[CH:18]=[CH:17][C:16]([O:15][CH3:14])=[CH:21][CH:20]=1)(=[O:24])=[O:23], predict the reactants needed to synthesize it. (6) Given the product [NH2:21][CH2:20][C:19]1[CH:18]=[C:17]([NH:16][C:13]2[N:14]=[CH:15][C:10]3[CH:9]=[C:8]([C:3]4[CH:4]=[CH:5][CH:6]=[CH:7][C:2]=4[Cl:1])[C:33](=[O:34])[N:32]([CH3:35])[C:11]=3[N:12]=2)[CH:31]=[CH:30][CH:29]=1, predict the reactants needed to synthesize it. The reactants are: [Cl:1][C:2]1[CH:7]=[CH:6][CH:5]=[CH:4][C:3]=1[C:8]1[C:33](=[O:34])[N:32]([CH3:35])[C:11]2[N:12]=[C:13]([NH:16][C:17]3[CH:18]=[C:19]([CH:29]=[CH:30][CH:31]=3)[CH2:20][NH:21]C(=O)OC(C)(C)C)[N:14]=[CH:15][C:10]=2[CH:9]=1.C(O)(C(F)(F)F)=O. (7) The reactants are: [NH2:1][CH2:2][C@H:3]1[CH2:7][CH2:6][N:5]([C:8]([O:10][C:11]([CH3:14])([CH3:13])[CH3:12])=[O:9])[CH2:4]1.[Br:15][C:16]1[CH:17]=[C:18]([C:22](O)=[O:23])[NH:19][C:20]=1[Br:21]. Given the product [C:11]([O:10][C:8]([N:5]1[CH2:6][CH2:7][C@H:3]([CH2:2][NH:1][C:22]([C:18]2[NH:19][C:20]([Br:21])=[C:16]([Br:15])[CH:17]=2)=[O:23])[CH2:4]1)=[O:9])([CH3:14])([CH3:13])[CH3:12], predict the reactants needed to synthesize it. (8) Given the product [Cl:1][C:2]1[C:7]2[C:8](=[O:22])[N:9]([CH2:11][C:12]3[CH:17]=[CH:16][C:15]([O:18][CH3:19])=[CH:14][C:13]=3[O:20][CH3:21])[CH2:10][C:6]=2[C:5]([F:23])=[C:4]([NH:25][C@H:26]([CH2:30][CH:31]([CH3:33])[CH3:32])[C:27]([NH2:29])=[O:28])[N:3]=1, predict the reactants needed to synthesize it. The reactants are: [Cl:1][C:2]1[C:7]2[C:8](=[O:22])[N:9]([CH2:11][C:12]3[CH:17]=[CH:16][C:15]([O:18][CH3:19])=[CH:14][C:13]=3[O:20][CH3:21])[CH2:10][C:6]=2[C:5]([F:23])=[C:4](Cl)[N:3]=1.[NH2:25][C@H:26]([CH2:30][CH:31]([CH3:33])[CH3:32])[C:27]([NH2:29])=[O:28].C(N(C)C(C)C)(C)C. (9) Given the product [CH:1]1([C:4]2[N:9]=[CH:8][C:7]([NH:10][S:25]([C:22]3[CH:21]=[CH:20][C:19]([O:18][CH2:17][C:16]4[C:12]([CH3:11])=[N:13][O:14][C:15]=4[CH3:29])=[CH:24][CH:23]=3)(=[O:26])=[O:27])=[CH:6][N:5]=2)[CH2:3][CH2:2]1, predict the reactants needed to synthesize it. The reactants are: [CH:1]1([C:4]2[N:9]=[CH:8][C:7]([NH2:10])=[CH:6][N:5]=2)[CH2:3][CH2:2]1.[CH3:11][C:12]1[C:16]([CH2:17][O:18][C:19]2[CH:24]=[CH:23][C:22]([S:25](Cl)(=[O:27])=[O:26])=[CH:21][CH:20]=2)=[C:15]([CH3:29])[O:14][N:13]=1.